This data is from Catalyst prediction with 721,799 reactions and 888 catalyst types from USPTO. The task is: Predict which catalyst facilitates the given reaction. Reactant: CN(C(ON1N=NC2C=CC=NC1=2)=[N+](C)C)C.F[P-](F)(F)(F)(F)F.CCN(C(C)C)C(C)C.[C:34]([O:38][C:39]([NH:41][C@H:42]([CH3:59])[C:43]([NH:45][C@@H:46]([CH2:50][C:51]1[CH:56]=[CH:55][C:54]([O:57][CH3:58])=[CH:53][CH:52]=1)[C:47]([OH:49])=O)=[O:44])=[O:40])([CH3:37])([CH3:36])[CH3:35].[NH2:60][C@@H:61]([CH2:68][CH:69]1[CH2:73][CH2:72][CH2:71][CH2:70]1)[C:62]([C@@:64]1([CH3:67])[CH2:66][O:65]1)=[O:63]. Product: [CH:69]1([CH2:68][C@H:61]([NH:60][C:47](=[O:49])[C@@H:46]([NH:45][C:43](=[O:44])[C@H:42]([NH:41][C:39](=[O:40])[O:38][C:34]([CH3:35])([CH3:36])[CH3:37])[CH3:59])[CH2:50][C:51]2[CH:56]=[CH:55][C:54]([O:57][CH3:58])=[CH:53][CH:52]=2)[C:62]([C@@:64]2([CH3:67])[CH2:66][O:65]2)=[O:63])[CH2:73][CH2:72][CH2:71][CH2:70]1. The catalyst class is: 3.